The task is: Predict the reaction yield, written as a fraction of the theoretical maximum amount of product (1.0 means a 100% yield; for example, 0.34 means a 34% yield).. This data is from Reaction yield outcomes from USPTO patents with 853,638 reactions. (1) The reactants are [Br:1][C:2]1[CH:10]=[CH:9][C:8]([S:11]([CH2:14][CH3:15])(=[O:13])=[O:12])=[CH:7][C:3]=1[C:4](O)=[O:5].C(N1C=CN=C1)([N:18]1C=CN=C1)=O.N.C(Cl)Cl. The catalyst is C1COCC1. The product is [Br:1][C:2]1[CH:10]=[CH:9][C:8]([S:11]([CH2:14][CH3:15])(=[O:13])=[O:12])=[CH:7][C:3]=1[C:4]([NH2:18])=[O:5]. The yield is 0.280. (2) The reactants are [I:1][C:2]1[CH:3]=[CH:4][C:5]2[N:6]([CH:8]=[C:9]([C:11]([O:13]CC)=O)[N:10]=2)[N:7]=1.[CH3:16][NH2:17].O1CCCC1. The catalyst is CO. The product is [I:1][C:2]1[CH:3]=[CH:4][C:5]2[N:6]([CH:8]=[C:9]([C:11]([NH:17][CH3:16])=[O:13])[N:10]=2)[N:7]=1. The yield is 0.710. (3) The reactants are C([O:4][C@H:5]1[C@H:10]([O:11]C(=O)C)[C@@H:9]([O:15]C(=O)C)[C@H:8]([C:19]2[CH:20]=[C:21]3[C:25](=[CH:26][CH:27]=2)[CH2:24][O:23][CH:22]3[C:28]2[CH:33]=[CH:32][C:31]([CH2:34][CH3:35])=[CH:30][CH:29]=2)[O:7][C@@H:6]1[CH2:36][O:37]C(=O)C)(=O)C.C([O-])([O-])=O.[K+].[K+]. The catalyst is CO. The product is [CH2:34]([C:31]1[CH:32]=[CH:33][C:28]([CH:22]2[C:21]3[C:25](=[CH:26][CH:27]=[C:19]([C@H:8]4[C@H:9]([OH:15])[C@@H:10]([OH:11])[C@H:5]([OH:4])[C@@H:6]([CH2:36][OH:37])[O:7]4)[CH:20]=3)[CH2:24][O:23]2)=[CH:29][CH:30]=1)[CH3:35]. The yield is 0.550. (4) The reactants are C(OC([N:8]1[CH2:13][CH2:12][N:11](C(OC(C)(C)C)=O)[CH2:10][CH:9]1[C:21]1[CH:26]=[CH:25][CH:24]=[C:23]([NH2:27])[CH:22]=1)=O)(C)(C)C.[CH3:28][O:29][C:30]1[N:35]=[CH:34][C:33]([C:36]2[N:44]3[C:39]([CH:40]=[N:41][C:42](OS(C(F)(F)F)(=O)=O)=[N:43]3)=[CH:38][CH:37]=2)=[CH:32][CH:31]=1.C(O)(C(F)(F)F)=O. No catalyst specified. The product is [CH3:28][O:29][C:30]1[N:35]=[CH:34][C:33]([C:36]2[N:44]3[C:39]([CH:40]=[N:41][C:42]([NH:27][C:23]4[CH:24]=[CH:25][CH:26]=[C:21]([CH:9]5[CH2:10][NH:11][CH2:12][CH2:13][NH:8]5)[CH:22]=4)=[N:43]3)=[CH:38][CH:37]=2)=[CH:32][CH:31]=1. The yield is 0.330. (5) The reactants are [C:1]([O:5][C:6]([NH:8][CH2:9][CH:10]1[CH2:15][CH2:14][CH2:13][NH:12][CH2:11]1)=[O:7])([CH3:4])([CH3:3])[CH3:2].C[Si]([N:20]=[C:21]=[O:22])(C)C. The catalyst is ClCCl. The product is [C:1]([O:5][C:6]([NH:8][CH2:9][CH:10]1[CH2:15][CH2:14][CH2:13][N:12]([C:21]([NH2:20])=[O:22])[CH2:11]1)=[O:7])([CH3:4])([CH3:2])[CH3:3]. The yield is 0.850. (6) The reactants are C([O-])([O-])=O.[Cs+].[Cs+].BrC1C=CC(S([O:17][C@@H:18]2[CH2:22][N:21]([C:23]([O:25][C:26]([CH3:29])([CH3:28])[CH3:27])=[O:24])[C@H:20]([C:30]([O:32][CH3:33])=[O:31])[CH2:19]2)(=O)=O)=CC=1.[Br:34][C:35]1[CH:36]=[C:37]2[C:42](=[CH:43][C:44]=1[O:45][CH3:46])[NH:41][C:40](=[O:47])[CH:39]=[C:38]2O. The catalyst is CN1C(=O)CCC1. The product is [Br:34][C:35]1[CH:36]=[C:37]2[C:42](=[CH:43][C:44]=1[O:45][CH3:46])[NH:41][C:40](=[O:47])[CH:39]=[C:38]2[O:17][C@H:18]1[CH2:22][N:21]([C:23]([O:25][C:26]([CH3:27])([CH3:28])[CH3:29])=[O:24])[C@H:20]([C:30]([O:32][CH3:33])=[O:31])[CH2:19]1. The yield is 0.530.